Dataset: Experimentally validated miRNA-target interactions with 360,000+ pairs, plus equal number of negative samples. Task: Binary Classification. Given a miRNA mature sequence and a target amino acid sequence, predict their likelihood of interaction. (1) The miRNA is hsa-miR-520d-3p with sequence AAAGUGCUUCUCUUUGGUGGGU. The protein sequence of the target gene is MAKRRAAEPVTFHVPWKRLLLCDFAEQPPPPPLWIRPPGVAHAGQLLGVPEQHRKRKIDAGTMAEPSASPSKRRDSGDNSAPSGQEREDHGLETGDPPLPPPPVLPGPGEELPGARLPGGGGDDGAGRAGPPRGDWGVASRQHNEEFWQYNTFQYWRNPLPPIDLADIEDLSEDTLTEATLQGRNEGAEVDMES. Result: 1 (interaction). (2) Result: 0 (no interaction). The protein sequence of the target gene is MEAVKTFNSELYSLNDYKPPISKAKMTQITKAAIKAIKFYKHVVQSVEKFIQKCKPEYKVPGLYVIDSIVRQSRHQFGQEKDVFAPRFSNNIISTFQNLYRCPGDDKSKIVRVLNLWQKNNVFKSEIIQPLLDMAAGIPPPVVTPVLASTTAAMSNTPGTPVTPVTPANVVQGLPDPWVSQIANTDTLAAVAQILQSPQGQQLQQLIQTLQIQQQKPQPSILQALDAGLVVQLQALTAQLTAAAAAANTLTPLDQGVSFNKKLMDRFDFGEDSEHSEESKKEMPTPQLSHVSESVNNSIF.... The miRNA is rno-miR-185-5p with sequence UGGAGAGAAAGGCAGUUCCUGA. (3) The miRNA is hsa-miR-4763-5p with sequence CGCCUGCCCAGCCCUCCUGCU. The protein sequence of the target gene is MATPDAGLPGAEGVEPAPWAQLEAPARLLLQALQAGPEGARRGLGVLRALGSRGWEPFDWGRLLEALCREEPVVQGPDGRLELKPLLLRLPRICQRNLMSLLMAVRPSLPESGLLSVLQIAQQDLAPDPDAWLRALGELLRRDLGVGTSMEGASPLSERCQRQLQSLCRGLGLGGRRLKSPQAPDPEEEENRDSQQPGKRRKDSEEEAASPEGKRVPKRLRCWEEEEDHEKERPEHKSLESLADGGSASPIKDQPVMAVKTGEDGSNLDDAKGLAESLELPKAIQDQLPRLQQLLKTLEE.... Result: 0 (no interaction). (4) The miRNA is hsa-miR-6867-5p with sequence UGUGUGUGUAGAGGAAGAAGGGA. The protein sequence of the target gene is MVPVENTEGPSLLNQKGTAVETEGSGSRHPPWARGCGMFTFLSSVTAAVSGLLVGYELGIISGALLQIKTLLALSCHEQEMVVSSLVIGALLASLTGGVLIDRYGRRTAIILSSCLLGLGSLVLILSLSYTVLIVGRIAIGVSISLSSIATCVYIAEIAPQHRRGLLVSLNELMIVIGILSAYISNYAFANVFHGWKYMFGLVIPLGVLQAIAMYFLPPSPRFLVMKGQEGAASKVLGRLRALSDTTEELTVIKSSLKDEYQYSFWDLFRSKDNMRTRIMIGLTLVFFVQITGQPNILFY.... Result: 1 (interaction). (5) The miRNA is hsa-miR-4746-3p with sequence AGCGGUGCUCCUGCGGGCCGA. The protein sequence of the target gene is MEWWASSPLRLWLLLFLLPSAQGRQKESGSKWKVFIDQINRSLENYEPCSSQNCSCYHGVIEEDLTPFRGGISRKMMAEVVRRKLGTHYQITKNRLYRENDCMFPSRCSGVEHFILEVIGRLPDMEMVINVRDYPQVPKWMEPAIPVFSFSKTSEYHDIMYPAWTFWEGGPAVWPIYPTGLGRWDLFREDLVRSAAQWPWKKKNSTAYFRGSRTSPERDPLILLSRKNPKLVDAEYTKNQAWKSMKDTLGKPAAKDVHLVDHCKYKYLFNFRGVAASFRFKHLFLCGSLVFHVGDEWLEF.... Result: 0 (no interaction). (6) The miRNA is hsa-miR-215-3p with sequence UCUGUCAUUUCUUUAGGCCAAUA. The protein sequence of the target gene is MWPRLAFCCWGLALVSGWATFQQMSPSRNFSFRLFPETAPGAPGSIPAPPAPGDEAAGSRVERLGQAFRRRVRLLRELSERLELVFLVDDSSSVGEVNFRSELMFVRKLLSDFPVVPTATRVAIVTFSSKNYVVPRVDYISTRRARQHKCALLLQEIPAISYRGGGTYTKGAFQQAAQILLHARENSTKVVFLITDGYSNGGDPRPIAASLRDSGVEIFTFGIWQGNIRELNDMASTPKEEHCYLLHSFEEFEALARRALHEDLPSGSFIQDDMVHCSYLCDEGKDCCDRMGSCKCGTHT.... Result: 0 (no interaction). (7) The miRNA is hsa-miR-92a-3p with sequence UAUUGCACUUGUCCCGGCCUGU. The protein sequence of the target gene is MGMKVPGKGESGPSALLTPPMSSSSRGPGAGARRRRTRCRRCRACVRTECGDCHFCRDMKKFGGPGRMKQSCLLRQCTAPVLPHTAVCLLCGEAGKEDTVEGEEEKFGLSLMECTICNEIVHPGCLKMGKAEGVINAEIPNCWECPRCTQEGRTSKDSGEGPGRRRADNGEEGASLGSGWKLTEEPPLPPPPPRRKGPLPAGPPPEDVPGPPKRKEREAGNEPPTPRKKVKGGRERHLKKVGGDACLLRGSDPGGPGLLPPRVLNPSQAFSSCHPGLPPENWEKPKPPLASAEGPAVPSP.... Result: 1 (interaction).